This data is from Reaction yield outcomes from USPTO patents with 853,638 reactions. The task is: Predict the reaction yield, written as a fraction of the theoretical maximum amount of product (1.0 means a 100% yield; for example, 0.34 means a 34% yield). (1) The reactants are [C:1]1([C@@H:7]2[CH2:9][C@H:8]2[C:10](Cl)=[O:11])[CH:6]=[CH:5][CH:4]=[CH:3][CH:2]=1.[NH2:13][C:14]1[C:19]([O:20][CH3:21])=[CH:18][C:17]([C:22]2[C:30]3[C:25](=[N:26][CH:27]=[N:28][C:29]=3[NH2:31])[N:24]([C@H:32]3[CH2:37][CH2:36][C@H:35]([N:38]4[CH2:43][CH2:42][N:41]([CH3:44])[CH2:40][CH2:39]4)[CH2:34][CH2:33]3)[N:23]=2)=[C:16]([F:45])[CH:15]=1. The catalyst is ClCCl.N1C=CC=CC=1. The product is [NH2:31][C:29]1[N:28]=[CH:27][N:26]=[C:25]2[N:24]([CH:32]3[CH2:37][CH2:36][CH:35]([N:38]4[CH2:43][CH2:42][N:41]([CH3:44])[CH2:40][CH2:39]4)[CH2:34][CH2:33]3)[N:23]=[C:22]([C:17]3[C:16]([F:45])=[CH:15][C:14]([NH:13][C:10]([C@@H:8]4[CH2:9][C@H:7]4[C:1]4[CH:6]=[CH:5][CH:4]=[CH:3][CH:2]=4)=[O:11])=[C:19]([O:20][CH3:21])[CH:18]=3)[C:30]=12. The yield is 0.880. (2) The reactants are [Br:1][C:2]1[CH:3]=[N:4][NH:5][CH:6]=1.C([O-])([O-])=O.[K+].[K+].Cl.Cl[CH2:15][CH2:16][N:17]([CH3:19])[CH3:18]. The catalyst is CN(C=O)C. The product is [Br:1][C:2]1[CH:3]=[N:4][N:5]([CH2:15][CH2:16][N:17]([CH3:19])[CH3:18])[CH:6]=1. The yield is 0.860.